From a dataset of Full USPTO retrosynthesis dataset with 1.9M reactions from patents (1976-2016). Predict the reactants needed to synthesize the given product. (1) Given the product [CH3:24][O:25][C:26]1[CH:27]=[C:28]([C:29]2[N:4]3[CH2:5][CH2:6][CH2:7][C@:8]([O:14][C:15]4[CH:20]=[C:19]([F:21])[C:18]([F:22])=[C:17]([F:23])[CH:16]=4)([C:9]([O:11][CH2:12][CH3:13])=[O:10])[C:3]3=[N:32][N:31]=2)[CH:33]=[CH:34][C:35]=1[C:36]1[O:40][C:39]([CH3:41])=[N:38][CH:37]=1, predict the reactants needed to synthesize it. The reactants are: CS[C:3]1[C@@:8]([O:14][C:15]2[CH:20]=[C:19]([F:21])[C:18]([F:22])=[C:17]([F:23])[CH:16]=2)([C:9]([O:11][CH2:12][CH3:13])=[O:10])[CH2:7][CH2:6][CH2:5][N:4]=1.[CH3:24][O:25][C:26]1[CH:27]=[C:28]([CH:33]=[CH:34][C:35]=1[C:36]1[O:40][C:39]([CH3:41])=[N:38][CH:37]=1)[C:29]([NH:31][NH2:32])=O.C(O)(=O)C. (2) Given the product [Cl:12][C:13]1[CH:19]=[CH:18][C:16]([NH:17][C:7](=[O:9])[C:6]2[CH:10]=[C:2]([CH3:1])[CH:3]=[CH:4][C:5]=2[OH:11])=[CH:15][C:14]=1[C:20]([F:21])([F:22])[F:23], predict the reactants needed to synthesize it. The reactants are: [CH3:1][C:2]1[CH:10]=[C:6]([C:7]([OH:9])=O)[C:5]([OH:11])=[CH:4][CH:3]=1.[Cl:12][C:13]1[CH:19]=[CH:18][C:16]([NH2:17])=[CH:15][C:14]=1[C:20]([F:23])([F:22])[F:21]. (3) Given the product [O:1]1[C:6]2[CH:7]=[CH:8][CH:9]=[CH:10][C:5]=2[O:4][CH2:3][C@H:2]1[C:11]([N:13]1[CH2:20][CH2:19][C@:18]2([CH3:23])[C@@H:21]([CH3:22])[C@H:14]1[CH2:15][C:16]1[CH:27]=[CH:26][CH:25]=[CH:24][C:17]=12)=[O:12], predict the reactants needed to synthesize it. The reactants are: [O:1]1[C:6]2[CH:7]=[CH:8][CH:9]=[CH:10][C:5]=2[O:4][CH2:3][C@H:2]1[C:11]([N:13]1[CH2:20][CH2:19][C@:18]2([CH3:23])[C@@H:21]([CH3:22])[C@H:14]1[CH2:15][C:16]1[CH:27]=[CH:26][C:25](OS(C(F)(F)F)(=O)=O)=[CH:24][C:17]=12)=[O:12]. (4) Given the product [CH:25]([O:27][CH2:28][CH2:29][O:30][NH:31][C:3]([C:5]1[CH:10]=[CH:9][N:8]2[CH:11]=[N:12][CH:13]=[C:7]2[C:6]=1[NH:14][C:15]1[CH:20]=[CH:19][C:18]([Br:21])=[CH:17][C:16]=1[F:22])=[O:4])=[CH2:26], predict the reactants needed to synthesize it. The reactants are: CO[C:3]([C:5]1[CH:10]=[CH:9][N:8]2[CH:11]=[N:12][CH:13]=[C:7]2[C:6]=1[NH:14][C:15]1[CH:20]=[CH:19][C:18]([Br:21])=[CH:17][C:16]=1[F:22])=[O:4].[OH-].[Na+].[CH:25]([O:27][CH2:28][CH2:29][O:30][NH2:31])=[CH2:26].CCN=C=NCCCN(C)C.C1C=CC2N(O)N=NC=2C=1. (5) Given the product [N:4]1[N:3]([CH2:7][C:8]([N:27]2[CH2:28][C@H:29]([C:31]3[CH:36]=[CH:35][CH:34]=[CH:33][CH:32]=3)[CH2:30][C@H:26]2[C:24]([NH:23][C:20]2[CH:21]=[CH:22][C:17]([O:16][C:15]3[CH:14]=[CH:13][C:12]([F:11])=[CH:38][CH:37]=3)=[CH:18][CH:19]=2)=[O:25])=[O:10])[N:2]=[CH:6][CH:5]=1, predict the reactants needed to synthesize it. The reactants are: Cl.[N:2]1[N:3]([CH2:7][C:8]([OH:10])=O)[N:4]=[CH:5][CH:6]=1.[F:11][C:12]1[CH:38]=[CH:37][C:15]([O:16][C:17]2[CH:22]=[CH:21][C:20]([NH:23][C:24]([C@@H:26]3[CH2:30][C@@H:29]([C:31]4[CH:36]=[CH:35][CH:34]=[CH:33][CH:32]=4)[CH2:28][NH:27]3)=[O:25])=[CH:19][CH:18]=2)=[CH:14][CH:13]=1. (6) Given the product [Cl:17][C:18]1[CH:19]=[C:20]2[C:25](=[CH:26][CH:27]=1)[NH:24][C:23]([NH:1][CH:2]1[C:11]3[C:6](=[CH:7][CH:8]=[C:9]([C:12]#[N:13])[CH:10]=3)[O:5][C:4]([CH3:14])([CH3:15])[CH:3]1[OH:16])=[N:22][C:21]2=[O:30], predict the reactants needed to synthesize it. The reactants are: [NH2:1][CH:2]1[C:11]2[C:6](=[CH:7][CH:8]=[C:9]([C:12]#[N:13])[CH:10]=2)[O:5][C:4]([CH3:15])([CH3:14])[CH:3]1[OH:16].[Cl:17][C:18]1[CH:19]=[C:20]2[C:25](=[CH:26][CH:27]=1)[NH:24][C:23](OC)=[N:22][C:21]2=[O:30]. (7) The reactants are: CCCCCC.C([Li])CCC.[CH2:12]([O:19][C:20]1[CH:25]=[CH:24][CH:23]=[CH:22][C:21]=1Br)[C:13]1[CH:18]=[CH:17][CH:16]=[CH:15][CH:14]=1.[CH:27]1([C:30]2[CH:37]=[CH:36][C:33]([CH:34]=[O:35])=[CH:32][CH:31]=2)[CH2:29][CH2:28]1.O. Given the product [CH2:12]([O:19][C:20]1[CH:25]=[CH:24][CH:23]=[CH:22][C:21]=1[CH:34]([C:33]1[CH:36]=[CH:37][C:30]([CH:27]2[CH2:28][CH2:29]2)=[CH:31][CH:32]=1)[OH:35])[C:13]1[CH:18]=[CH:17][CH:16]=[CH:15][CH:14]=1, predict the reactants needed to synthesize it. (8) Given the product [CH3:10][O:11][C:12]1[CH:17]=[CH:16][CH:15]=[CH:14][C:13]=1[CH2:18][C:19]1[C:20]([NH2:21])=[N:1][C:2]2[C:7]([CH:8]=1)=[CH:6][N:5]=[CH:4][CH:3]=2, predict the reactants needed to synthesize it. The reactants are: [NH2:1][C:2]1[C:7]([CH:8]=O)=[CH:6][N:5]=[CH:4][CH:3]=1.[CH3:10][O:11][C:12]1[CH:17]=[CH:16][CH:15]=[CH:14][C:13]=1[CH2:18][CH2:19][C:20]#[N:21].